This data is from CYP1A2 inhibition data for predicting drug metabolism from PubChem BioAssay. The task is: Regression/Classification. Given a drug SMILES string, predict its absorption, distribution, metabolism, or excretion properties. Task type varies by dataset: regression for continuous measurements (e.g., permeability, clearance, half-life) or binary classification for categorical outcomes (e.g., BBB penetration, CYP inhibition). Dataset: cyp1a2_veith. The molecule is N#Cc1cc(N)ccc1Sc1ccc(Cl)cc1. The result is 1 (inhibitor).